From a dataset of Full USPTO retrosynthesis dataset with 1.9M reactions from patents (1976-2016). Predict the reactants needed to synthesize the given product. (1) Given the product [F:1][C:2]([F:7])([F:6])[C:3]1[S:5][CH:11]=[C:12]([C:14]2[CH:19]=[CH:18][CH:17]=[CH:16][C:15]=2[OH:20])[N:4]=1, predict the reactants needed to synthesize it. The reactants are: [F:1][C:2]([F:7])([F:6])[C:3](=[S:5])[NH2:4].[P].[S].Br[CH2:11][C:12]([C:14]1[CH:19]=[CH:18][CH:17]=[CH:16][C:15]=1[OH:20])=O. (2) Given the product [CH2:1]([O:3][C:4]1[CH:9]=[CH:8][C:7]([CH:10]2[CH2:11][CH2:12][CH:26]([CH2:27][CH2:28][CH2:29][CH2:30][C:31]3[CH2:32][CH2:33][CH:34]([CH:35]4[CH2:43][CH2:44][CH:39]([CH2:40][CH2:41][CH3:42])[CH2:49][CH2:56]4)[O:54][CH:51]=3)[CH2:14][CH2:15]2)=[C:6]([F:36])[C:5]=1[F:37])[CH3:2], predict the reactants needed to synthesize it. The reactants are: [CH2:1]([O:3][C:4]1[CH:9]=[CH:8][C:7]([CH:10]2[CH2:15][CH:14](C3CCC(CCC)CC3)O[C:12]([CH2:26][CH2:27][CH2:28][CH2:29][CH:30]3[CH2:35][CH2:34][CH2:33][CH2:32][CH2:31]3)(O)[CH2:11]2)=[C:6]([F:36])[C:5]=1[F:37])[CH3:2].O.[C:39]1([CH3:49])[CH:44]=[CH:43][C:42](S(O)(=O)=O)=[CH:41][CH:40]=1.[Na].[C:51](=[O:54])(O)[O-].[Na+].[C:56]1(C)C=CC=CC=1. (3) Given the product [ClH:1].[CH3:2][N:3]1[C:7]2[CH:8]=[C:9]([S:12][CH3:13])[CH:10]=[CH:11][C:6]=2[N:5]=[C:4]1[CH2:14][O:15][C:16]1[CH:21]=[CH:20][C:19]([CH2:22][CH:23]([CH3:28])[C:24]([OH:26])=[S:25])=[CH:18][CH:17]=1, predict the reactants needed to synthesize it. The reactants are: [ClH:1].[CH3:2][N:3]1[C:7]2[CH:8]=[C:9]([S:12][CH3:13])[CH:10]=[CH:11][C:6]=2[N:5]=[C:4]1[CH2:14][O:15][C:16]1[CH:21]=[CH:20][C:19]([CH2:22][CH:23]([CH3:28])[C:24]([O:26]C)=[S:25])=[CH:18][CH:17]=1.Cl. (4) Given the product [N:1]1([CH2:6][C:7]2[CH:12]=[CH:11][N:10]3[C:13]([C:30]4[N:35]=[C:34]([C:36]5[CH:37]=[N:38][CH:39]=[CH:40][CH:41]=5)[CH:33]=[CH:32][CH:31]=4)=[CH:14][N:15]=[C:9]3[N:8]=2)[CH:5]=[N:4][CH:3]=[N:2]1, predict the reactants needed to synthesize it. The reactants are: [N:1]1([CH2:6][C:7]2[CH:12]=[CH:11][N:10]3[C:13]([Sn](CCCC)(CCCC)CCCC)=[CH:14][N:15]=[C:9]3[N:8]=2)[CH:5]=[N:4][CH:3]=[N:2]1.Br[C:30]1[N:35]=[C:34]([C:36]2[CH:37]=[N:38][CH:39]=[CH:40][CH:41]=2)[CH:33]=[CH:32][CH:31]=1. (5) Given the product [CH2:14]([O:13][C:11]([C:9]1[CH:10]=[C:6]([C:4]([O:3][CH2:1][CH3:2])=[O:5])[N:7]([CH2:23][C:24]([N:26]2[CH2:27][CH2:28][N:29]([C:32]3[CH:37]=[CH:36][C:35]([F:38])=[CH:34][CH:33]=3)[CH2:30][CH2:31]2)=[O:25])[N:8]=1)=[O:12])[CH3:15], predict the reactants needed to synthesize it. The reactants are: [CH2:1]([O:3][C:4]([C:6]1[CH:10]=[C:9]([C:11]([O:13][CH2:14][CH3:15])=[O:12])[NH:8][N:7]=1)=[O:5])[CH3:2].C([O-])([O-])=O.[K+].[K+].Cl[CH2:23][C:24]([N:26]1[CH2:31][CH2:30][N:29]([C:32]2[CH:37]=[CH:36][C:35]([F:38])=[CH:34][CH:33]=2)[CH2:28][CH2:27]1)=[O:25].CN(C=O)C. (6) Given the product [C:45]([O:44][C:36]([CH2:37][OH:38])([CH2:41][OH:40])[CH2:35][CH2:34][C:31]1[CH:32]=[CH:33][C:28]([C@@H:9]2[C@@H:8]([CH2:7][CH2:6][C@H:5]([O:4][C:1](=[O:3])[CH3:2])[C:48]3[CH:49]=[CH:50][C:51]([F:54])=[CH:52][CH:53]=3)[C:11](=[O:12])[N:10]2[C:13]2[CH:14]=[CH:15][C:16]([CH2:19][CH2:20][CH2:21][NH:22][C:23]3[S:24][CH:25]=[CH:26][N:27]=3)=[CH:17][CH:18]=2)=[CH:29][CH:30]=1)(=[O:47])[CH3:46], predict the reactants needed to synthesize it. The reactants are: [C:1]([O:4][C@H:5]([C:48]1[CH:53]=[CH:52][C:51]([F:54])=[CH:50][CH:49]=1)[CH2:6][CH2:7][C@H:8]1[C:11](=[O:12])[N:10]([C:13]2[CH:18]=[CH:17][C:16]([CH2:19][CH2:20][CH2:21][NH:22][C:23]3[S:24][CH:25]=[CH:26][N:27]=3)=[CH:15][CH:14]=2)[C@@H:9]1[C:28]1[CH:33]=[CH:32][C:31]([CH2:34][CH2:35][C:36]2([O:44][C:45](=[O:47])[CH3:46])[CH2:41][O:40]C(C)(C)[O:38][CH2:37]2)=[CH:30][CH:29]=1)(=[O:3])[CH3:2].FC(F)(F)C(O)=O.